This data is from Forward reaction prediction with 1.9M reactions from USPTO patents (1976-2016). The task is: Predict the product of the given reaction. (1) Given the reactants C(OC(=O)[NH:7][CH2:8][CH2:9][C:10]1[CH:15]=[CH:14][C:13]([O:16][C:17]2[CH:22]=[CH:21][C:20]([C:23]([F:26])([F:25])[F:24])=[C:19]([Cl:27])[CH:18]=2)=[CH:12][CH:11]=1)(C)(C)C.C(O)(C(F)(F)F)=O, predict the reaction product. The product is: [Cl:27][C:19]1[CH:18]=[C:17]([CH:22]=[CH:21][C:20]=1[C:23]([F:24])([F:25])[F:26])[O:16][C:13]1[CH:14]=[CH:15][C:10]([CH2:9][CH2:8][NH2:7])=[CH:11][CH:12]=1. (2) Given the reactants [N:1]([CH:4]1[CH:10]([OH:11])[CH2:9][CH2:8][N:7]([C:12]([O:14][CH2:15][C:16]2[CH:21]=[CH:20][CH:19]=[CH:18][CH:17]=2)=[O:13])[CH2:6][CH2:5]1)=[N+]=[N-].C1(P(C2C=CC=CC=2)C2C=CC=CC=2)C=CC=CC=1.CCN(C(C)C)C(C)C.[F:50][C:51]([F:62])([F:61])[C:52](O[C:52](=[O:53])[C:51]([F:62])([F:61])[F:50])=[O:53], predict the reaction product. The product is: [OH:11][CH:10]1[CH:4]([NH:1][C:52](=[O:53])[C:51]([F:62])([F:61])[F:50])[CH2:5][CH2:6][N:7]([C:12]([O:14][CH2:15][C:16]2[CH:21]=[CH:20][CH:19]=[CH:18][CH:17]=2)=[O:13])[CH2:8][CH2:9]1. (3) Given the reactants [C@H:1]12[CH2:7][C@H:4]([NH:5][CH2:6]1)[CH2:3][N:2]2[C:8]([O:10][C:11]([CH3:14])([CH3:13])[CH3:12])=[O:9].Cl[C:16]1[CH:21]=[C:20]([C:22]([F:25])([F:24])[F:23])[CH:19]=[CH:18][N:17]=1.C(N(CC)CC)C, predict the reaction product. The product is: [F:23][C:22]([F:25])([F:24])[C:20]1[CH:19]=[CH:18][N:17]=[C:16]([N:5]2[CH2:6][C@@H:1]3[CH2:7][C@H:4]2[CH2:3][N:2]3[C:8]([O:10][C:11]([CH3:14])([CH3:13])[CH3:12])=[O:9])[CH:21]=1. (4) Given the reactants [Si:1]([O:8][C@@H:9]1[C@H:13]([O:14][Si:15]([C:18]([CH3:21])([CH3:20])[CH3:19])([CH3:17])[CH3:16])[C:12](=[CH2:22])[O:11][C@H:10]1[N:23]1[CH:28]=[CH:27][C:26]([NH2:29])=[N:25][C:24]1=[O:30])([C:4]([CH3:7])([CH3:6])[CH3:5])([CH3:3])[CH3:2].[CH3:31][CH2:32][O:33][P:34]([O:38][CH2:39][CH3:40])([CH2:36][OH:37])=[O:35].C1(C)C=CC(S([O-])(=O)=O)=CC=1.[NH+]1C=CC=CC=1, predict the reaction product. The product is: [CH2:32]([O:33][P:34]([CH2:36][O:37][C@:12]1([CH3:22])[C@@H:13]([O:14][Si:15]([C:18]([CH3:19])([CH3:20])[CH3:21])([CH3:17])[CH3:16])[C@@H:9]([O:8][Si:1]([C:4]([CH3:5])([CH3:6])[CH3:7])([CH3:2])[CH3:3])[C@H:10]([N:23]2[CH:28]=[CH:27][C:26]([NH2:29])=[N:25][C:24]2=[O:30])[O:11]1)(=[O:35])[O:38][CH2:39][CH3:40])[CH3:31]. (5) Given the reactants [CH3:1][C:2]1[N:23]([CH3:24])[C:5]2[CH:6]=[C:7]([C:20]([OH:22])=O)[C:8]3[CH2:9][CH2:10][CH:11]([C:14]4[CH:19]=[CH:18][CH:17]=[CH:16][CH:15]=4)[NH:12][C:13]=3[C:4]=2[N:3]=1.[NH:25]1[CH2:27][CH2:26]1.C[N:29](C)C=O, predict the reaction product. The product is: [N:25]1([NH:29][C:20]([C:7]2[C:8]3[CH2:9][CH2:10][CH:11]([C:14]4[CH:15]=[CH:16][CH:17]=[CH:18][CH:19]=4)[NH:12][C:13]=3[C:4]3[N:3]=[C:2]([CH3:1])[N:23]([CH3:24])[C:5]=3[CH:6]=2)=[O:22])[CH2:27][CH2:26]1.